Dataset: Full USPTO retrosynthesis dataset with 1.9M reactions from patents (1976-2016). Task: Predict the reactants needed to synthesize the given product. Given the product [CH2:1]([O:3][C:4](=[O:9])[C:5]([CH2:7][N:10]=[N+:11]=[N-:12])=[CH2:6])[CH3:2], predict the reactants needed to synthesize it. The reactants are: [CH2:1]([O:3][C:4](=[O:9])[C:5]([CH2:7]Br)=[CH2:6])[CH3:2].[N-:10]=[N+:11]=[N-:12].[Na+].